From a dataset of Full USPTO retrosynthesis dataset with 1.9M reactions from patents (1976-2016). Predict the reactants needed to synthesize the given product. The reactants are: [Na].[C:2](=O)([O:5]C)[O:3][CH3:4].[CH2:8]([N:10]1[C:18]2[C:13](=[CH:14][C:15]([C:19]3([CH3:24])[O:23][CH2:22][CH2:21][O:20]3)=[CH:16][CH:17]=2)[CH2:12][C:11]1=[O:25])[CH3:9]. Given the product [CH3:4][O:3][C:2]([CH:12]1[C:13]2[C:18](=[CH:17][CH:16]=[C:15]([C:19]3([CH3:24])[O:20][CH2:21][CH2:22][O:23]3)[CH:14]=2)[N:10]([CH2:8][CH3:9])[C:11]1=[O:25])=[O:5], predict the reactants needed to synthesize it.